From a dataset of Catalyst prediction with 721,799 reactions and 888 catalyst types from USPTO. Predict which catalyst facilitates the given reaction. (1) Reactant: [CH3:1][O:2][C:3](=[O:12])[C:4]1[CH:9]=[CH:8][C:7]([CH:10]=[O:11])=[N:6][CH:5]=1.[N+:13]([CH:15](S(C1C=CC(C)=CC=1)(=O)=O)[CH3:16])#[C-:14].C(=O)([O-])[O-].[K+].[K+].O. Product: [CH3:1][O:2][C:3](=[O:12])[C:4]1[CH:9]=[CH:8][C:7]([C:10]2[O:11][CH:14]=[N:13][C:15]=2[CH3:16])=[N:6][CH:5]=1. The catalyst class is: 5. (2) Reactant: [CH:1]1([C:4]2[O:8][N:7]=[C:6]([C:9]3[CH:14]=[CH:13][CH:12]=[CH:11][C:10]=3[O:15][C:16]([F:19])([F:18])[F:17])[C:5]=2[CH2:20][O:21][CH:22]2[CH2:28][CH:27]3[N:29]([C:30]4[CH:39]=[CH:38][C:33]([C:34]([O:36]C)=[O:35])=[CH:32][C:31]=4[F:40])[CH:24]([CH2:25][CH2:26]3)[CH2:23]2)[CH2:3][CH2:2]1.CO.[OH-].[K+].Cl. Product: [CH:1]1([C:4]2[O:8][N:7]=[C:6]([C:9]3[CH:14]=[CH:13][CH:12]=[CH:11][C:10]=3[O:15][C:16]([F:18])([F:17])[F:19])[C:5]=2[CH2:20][O:21][CH:22]2[CH2:23][CH:24]3[N:29]([C:30]4[CH:39]=[CH:38][C:33]([C:34]([OH:36])=[O:35])=[CH:32][C:31]=4[F:40])[CH:27]([CH2:26][CH2:25]3)[CH2:28]2)[CH2:3][CH2:2]1. The catalyst class is: 54. (3) Reactant: N1(CCC[O:9][C:10]2[CH:15]=[CH:14][C:13]([C:16]3([C:22]#[N:23])[CH2:21][CH2:20][O:19][CH2:18][CH2:17]3)=[CH:12][CH:11]=2)CCCC1.Cl[CH2:25][CH2:26][CH2:27][N:28]1[CH2:33][CH2:32][CH:31]([OH:34])[CH2:30][CH2:29]1.C([O-])([O-])=O.[K+].[K+]. Product: [OH:34][CH:31]1[CH2:32][CH2:33][N:28]([CH2:27][CH2:26][CH2:25][O:9][C:10]2[CH:15]=[CH:14][C:13]([C:16]3([C:22]#[N:23])[CH2:21][CH2:20][O:19][CH2:18][CH2:17]3)=[CH:12][CH:11]=2)[CH2:29][CH2:30]1. The catalyst class is: 3.